Task: Regression. Given a peptide amino acid sequence and an MHC pseudo amino acid sequence, predict their binding affinity value. This is MHC class II binding data.. Dataset: Peptide-MHC class II binding affinity with 134,281 pairs from IEDB The binding affinity (normalized) is 0.284. The MHC is DRB1_0701 with pseudo-sequence DRB1_0701. The peptide sequence is TVSLPVGADEDDIKA.